From a dataset of Full USPTO retrosynthesis dataset with 1.9M reactions from patents (1976-2016). Predict the reactants needed to synthesize the given product. Given the product [CH3:31][O:30][C:28]1[N:29]=[C:6]2[CH:7]=[C:8]([C:9](=[O:10])[NH:11][CH:12]([CH:20]3[CH2:24][CH:23]([CH3:25])[C:22](=[O:26])[O:21]3)[CH2:13][CH:14]([CH3:19])[CH2:15][CH2:16][CH:17]=[CH:18][CH2:2][CH2:1][NH:5]2)[CH:27]=1, predict the reactants needed to synthesize it. The reactants are: [CH2:1]([NH:5][C:6]1[CH:7]=[C:8]([CH:27]=[C:28]([O:30][CH3:31])[N:29]=1)[C:9]([NH:11][CH:12]([CH:20]1[CH2:24][CH:23]([CH3:25])[C:22](=[O:26])[O:21]1)[CH2:13][CH:14]([CH3:19])[CH2:15][CH2:16][CH:17]=[CH2:18])=[O:10])[CH2:2]C=C.